This data is from NCI-60 drug combinations with 297,098 pairs across 59 cell lines. The task is: Regression. Given two drug SMILES strings and cell line genomic features, predict the synergy score measuring deviation from expected non-interaction effect. (1) Drug 1: CCC1=C2CN3C(=CC4=C(C3=O)COC(=O)C4(CC)O)C2=NC5=C1C=C(C=C5)O. Drug 2: CC(C)CN1C=NC2=C1C3=CC=CC=C3N=C2N. Cell line: RPMI-8226. Synergy scores: CSS=31.1, Synergy_ZIP=-5.76, Synergy_Bliss=-5.52, Synergy_Loewe=-36.3, Synergy_HSA=-4.85. (2) Drug 1: C1=CC(=CC=C1CC(C(=O)O)N)N(CCCl)CCCl.Cl. Drug 2: C1CC(C1)(C(=O)O)C(=O)O.[NH2-].[NH2-].[Pt+2]. Cell line: SK-MEL-28. Synergy scores: CSS=15.6, Synergy_ZIP=-3.62, Synergy_Bliss=-4.91, Synergy_Loewe=-7.81, Synergy_HSA=-7.27.